This data is from Reaction yield outcomes from USPTO patents with 853,638 reactions. The task is: Predict the reaction yield, written as a fraction of the theoretical maximum amount of product (1.0 means a 100% yield; for example, 0.34 means a 34% yield). (1) The reactants are Cl.[C:2]1([C@@H:8]2[CH2:10][C@H:9]2[NH2:11])[CH:7]=[CH:6][CH:5]=[CH:4][CH:3]=1.[C:12](=O)([O-])[O-:13].[K+].[K+]. The catalyst is O. The product is [C:2]1([C@@H:8]2[CH2:10][C@H:9]2[NH:11][CH:12]=[O:13])[CH:7]=[CH:6][CH:5]=[CH:4][CH:3]=1. The yield is 0.910. (2) The reactants are [OH-].[K+].[CH3:3][O:4][C:5](=[O:11])[C:6]([CH3:10])([CH3:9])[CH2:7][OH:8].[CH3:12]I. The catalyst is CS(C)=O. The product is [CH3:3][O:4][C:5](=[O:11])[C:6]([CH3:10])([CH3:9])[CH2:7][O:8][CH3:12]. The yield is 0.770. (3) The reactants are [CH2:1]([O:3][CH:4]([O:11][CH2:12][CH3:13])[C:5](=[O:10])[CH:6]=[C:7]([CH3:9])[CH3:8])C.C(O)CCO.C1(C)C=CC(S(O)(=O)=O)=CC=1.C([O-])(O)=O.[Na+]. The catalyst is C1C=CC=CC=1. The product is [O:3]1[CH2:1][CH2:13][CH2:12][O:11][CH:4]1[C:5](=[O:10])[CH:6]=[C:7]([CH3:8])[CH3:9]. The yield is 0.640. (4) The reactants are Cl[C:2]1[CH:11]=[CH:10][C:9]2[CH2:8][CH2:7][N:6]3[C:12]4[CH:13]=[CH:14][C:15]([F:19])=[CH:16][C:17]=4[CH:18]=[C:5]3[C:4]=2[N:3]=1.[F:20][C:21]1[CH:26]=[CH:25][C:24]([C:27]2[O:28][C:29]3[CH:39]=[C:38]([N:40]([CH3:45])[S:41]([CH3:44])(=[O:43])=[O:42])[C:37](B4OC(C)(C)C(C)(C)O4)=[CH:36][C:30]=3[C:31]=2[C:32]([NH:34][CH3:35])=[O:33])=[CH:23][CH:22]=1.CC(C1C=C(C(C)C)C(C2C=CC=CC=2P(C2CCCCC2)C2CCCCC2)=C(C(C)C)C=1)C.[O-]P([O-])([O-])=O.[K+].[K+].[K+]. The catalyst is O1CCOCC1.C1C=CC(/C=C/C(/C=C/C2C=CC=CC=2)=O)=CC=1.C1C=CC(/C=C/C(/C=C/C2C=CC=CC=2)=O)=CC=1.C1C=CC(/C=C/C(/C=C/C2C=CC=CC=2)=O)=CC=1.[Pd].[Pd]. The product is [F:19][C:15]1[CH:14]=[CH:13][C:12]2[N:6]3[CH2:7][CH2:8][C:9]4[CH:10]=[CH:11][C:2]([C:37]5[C:38]([N:40]([CH3:45])[S:41]([CH3:44])(=[O:43])=[O:42])=[CH:39][C:29]6[O:28][C:27]([C:24]7[CH:25]=[CH:26][C:21]([F:20])=[CH:22][CH:23]=7)=[C:31]([C:32]([NH:34][CH3:35])=[O:33])[C:30]=6[CH:36]=5)=[N:3][C:4]=4[C:5]3=[CH:18][C:17]=2[CH:16]=1. The yield is 0.615. (5) The reactants are C[Si](C)(C)CCOC[N:7]1[C:11]2[N:12]=[CH:13][N:14]=[C:15]([C:16]3[S:20][C:19]([CH:21]([CH2:25][C:26]#[N:27])[CH2:22][C:23]#[N:24])=[N:18][CH:17]=3)[C:10]=2[CH:9]=[CH:8]1.C(O)(C(F)(F)F)=O. The catalyst is C(Cl)Cl. The product is [N:12]1[C:11]2[NH:7][CH:8]=[CH:9][C:10]=2[C:15]([C:16]2[S:20][C:19]([CH:21]([CH2:25][C:26]#[N:27])[CH2:22][C:23]#[N:24])=[N:18][CH:17]=2)=[N:14][CH:13]=1. The yield is 0.620. (6) The reactants are C[O:2][C:3](=O)[C:4]1[CH:9]=[C:8]([N+:10]([O-:12])=[O:11])[CH:7]=[CH:6][C:5]=1[O:13][C:14]1[CH:19]=[CH:18][CH:17]=[CH:16][CH:15]=1.[NH2:21][NH2:22]. No catalyst specified. The product is [N+:10]([C:8]1[CH:7]=[CH:6][C:5]([O:13][C:14]2[CH:19]=[CH:18][CH:17]=[CH:16][CH:15]=2)=[C:4]([CH:9]=1)[C:3]([NH:21][NH2:22])=[O:2])([O-:12])=[O:11]. The yield is 0.740.